Task: Regression/Classification. Given a drug SMILES string, predict its toxicity properties. Task type varies by dataset: regression for continuous values (e.g., LD50, hERG inhibition percentage) or binary classification for toxic/non-toxic outcomes (e.g., AMES mutagenicity, cardiotoxicity, hepatotoxicity). Dataset: herg_karim.. Dataset: hERG potassium channel inhibition data for cardiac toxicity prediction from Karim et al. (1) The drug is CC1CN(C(=O)C2CN(C(C)(C)C)CC2c2ccc(F)cc2F)CC(C)C1(O)c1ccccc1. The result is 0 (non-blocker). (2) The drug is COn1cc(C2=N[C@@](c3ccc(F)cc3)(c3ccc(F)nc3)[C@H](C)N2)ccc1=O. The result is 1 (blocker). (3) The molecule is COc1ccc([C@@H](C)N[C@@H]2CC[C@@H](C(=O)C3CCC(NC(C)=O)(c4ccccc4)CC3)C(C)(C)C2)cc1. The result is 0 (non-blocker). (4) The drug is O=c1cc[nH+]c(NCC2CCN(c3nc4ccccc4n3Cc3ccc(F)cc3)CC2)[nH]1. The result is 1 (blocker).